This data is from Forward reaction prediction with 1.9M reactions from USPTO patents (1976-2016). The task is: Predict the product of the given reaction. (1) Given the reactants [Br:1][C:2]1[CH:3]=[CH:4][C:5]([N:10]2[CH2:15][C@H:14]([CH3:16])[O:13][C@H:12]([CH3:17])[CH2:11]2)=[C:6]([CH:9]=1)[CH:7]=O.[NH:18]1[C:25](=[O:26])[CH2:24][C:22](=[O:23])[NH:21][C:19]1=[O:20], predict the reaction product. The product is: [Br:1][C:2]1[CH:9]=[C:6]2[C:5](=[CH:4][CH:3]=1)[N:10]1[CH2:15][C@@H:14]([CH3:16])[O:13][C@@H:12]([CH3:17])[C@@H:11]1[C:24]1([C:22](=[O:23])[NH:21][C:19](=[O:20])[NH:18][C:25]1=[O:26])[CH2:7]2. (2) Given the reactants [CH2:1]([O:3][C:4](=[O:16])/[CH:5]=[C:6](/[O:8][C:9]1[CH:14]=[CH:13][CH:12]=[C:11]([Cl:15])[CH:10]=1)\[CH3:7])[CH3:2].[Br:17]N1C(=O)CCC1=O.C(OOC(=O)C1C=CC=CC=1)(=O)C1C=CC=CC=1, predict the reaction product. The product is: [CH2:1]([O:3][C:4](=[O:16])/[CH:5]=[C:6](/[O:8][C:9]1[CH:14]=[CH:13][CH:12]=[C:11]([Cl:15])[CH:10]=1)\[CH2:7][Br:17])[CH3:2]. (3) Given the reactants FC(F)(F)C(O)=O.[N:8]([CH2:11][CH2:12][CH2:13][CH2:14][C@@H:15]([NH:60]C(OC(C)(C)C)=O)[C:16]([O:18][C@H:19]1[C@@H:23]([OH:24])[C@H:22]([N:25]2[CH:33]=[N:32][C:31]3[C:26]2=[N:27][CH:28]=[N:29][C:30]=3[NH2:34])[O:21][C@H:20]1[CH2:35][O:36][P:37]([O:40][C@H:41]1[CH2:45][C@H:44]([N:46]2[CH:51]=[CH:50][C:49]([NH2:52])=[N:48][C:47]2=[O:53])[O:43][C@@H:42]1[CH2:54][O:55][P:56]([OH:59])([OH:58])=[O:57])([OH:39])=[O:38])=[O:17])=[N+:9]=[N-:10], predict the reaction product. The product is: [NH2:60][C@H:15]([CH2:14][CH2:13][CH2:12][CH2:11][N:8]=[N+:9]=[N-:10])[C:16]([O:18][C@H:19]1[C@@H:23]([OH:24])[C@H:22]([N:25]2[CH:33]=[N:32][C:31]3[C:26]2=[N:27][CH:28]=[N:29][C:30]=3[NH2:34])[O:21][C@H:20]1[CH2:35][O:36][P:37]([O:40][C@H:41]1[CH2:45][C@H:44]([N:46]2[CH:51]=[CH:50][C:49]([NH2:52])=[N:48][C:47]2=[O:53])[O:43][C@@H:42]1[CH2:54][O:55][P:56]([OH:59])([OH:58])=[O:57])([OH:39])=[O:38])=[O:17]. (4) Given the reactants [Cl:1][C:2]1[CH:7]=[C:6]([N:8]2[CH2:13][CH2:12][O:11][CH2:10][CH2:9]2)[N:5]=[C:4]([CH2:14][NH:15][CH2:16][CH2:17]N(C)C)[N:3]=1.NCC[C:24]1[N:28]=[CH:27][NH:26][CH:25]=1, predict the reaction product. The product is: [Cl:1][C:2]1[CH:7]=[C:6]([N:8]2[CH2:9][CH2:10][O:11][CH2:12][CH2:13]2)[N:5]=[C:4]([CH2:14][NH:15][CH2:16][CH2:17][C:25]2[NH:26][CH:27]=[N:28][CH:24]=2)[N:3]=1. (5) Given the reactants [H-].[Na+].[CH3:3][N:4]1[C:8]([NH:9][C:10](=O)[CH3:11])=[CH:7][C:6]([CH3:13])=[N:5]1.ClC1C=[C:19]([I:21])[C:18]([C:22]([F:25])([F:24])[F:23])=[CH:17][N:16]=1.O.[OH-].[Li+], predict the reaction product. The product is: [CH3:3][N:4]1[C:8]([NH:9][C:10]2[CH:11]=[C:19]([I:21])[C:18]([C:22]([F:25])([F:24])[F:23])=[CH:17][N:16]=2)=[CH:7][C:6]([CH3:13])=[N:5]1. (6) Given the reactants CCCC[N+](CCCC)(CCCC)CCCC.[F-].[CH3:19][N:20]1[C:24]2[CH:25]=[CH:26][CH:27]=[CH:28][C:23]=2[N:22]=[C:21]1[CH2:29][CH2:30][C:31]#[C:32][Si](C)(C)C.O, predict the reaction product. The product is: [CH2:29]([C:21]1[N:20]([CH3:19])[C:24]2[CH:25]=[CH:26][CH:27]=[CH:28][C:23]=2[N:22]=1)[CH2:30][C:31]#[CH:32]. (7) Given the reactants [OH:1][CH:2]1[CH:6]2[O:7][CH2:8][CH:9]([N:10]3[C:18](=[O:19])[C:17]4[C:12](=[CH:13][CH:14]=[CH:15][CH:16]=4)[C:11]3=[O:20])[CH:5]2[O:4][CH2:3]1.C(N(CC)CC)C.[CH3:28][S:29](Cl)(=[O:31])=[O:30], predict the reaction product. The product is: [CH3:28][S:29]([O:1][CH:2]1[CH2:3][O:4][CH:5]2[CH:9]([N:10]3[C:18](=[O:19])[C:17]4[C:12](=[CH:13][CH:14]=[CH:15][CH:16]=4)[C:11]3=[O:20])[CH2:8][O:7][CH:6]12)(=[O:31])=[O:30]. (8) Given the reactants [F:1][C:2]1[C:3]([C:14](Cl)=[N:15][OH:16])=[CH:4][C:5]2[C:9]([CH3:11])([CH3:10])[O:8][B:7]([OH:12])[C:6]=2[CH:13]=1.[Cl:18][C:19]1[CH:24]=[C:23]([C:25]([C:27]([F:30])([F:29])[F:28])=[CH2:26])[CH:22]=[C:21]([Cl:31])[CH:20]=1, predict the reaction product. The product is: [Cl:18][C:19]1[CH:24]=[C:23]([C:25]2([C:27]([F:30])([F:28])[F:29])[O:16][N:15]=[C:14]([C:3]3[C:2]([F:1])=[CH:13][C:6]4[B:7]([OH:12])[O:8][C:9]([CH3:11])([CH3:10])[C:5]=4[CH:4]=3)[CH2:26]2)[CH:22]=[C:21]([Cl:31])[CH:20]=1.